This data is from Forward reaction prediction with 1.9M reactions from USPTO patents (1976-2016). The task is: Predict the product of the given reaction. Given the reactants [OH:1][CH:2]1[CH2:7][CH2:6][NH:5][CH2:4][CH2:3]1.Cl[C:9]1[N:14]=[CH:13][C:12]([CH2:15][CH3:16])=[CH:11][N:10]=1.C([O-])([O-])=O.[K+].[K+], predict the reaction product. The product is: [CH2:15]([C:12]1[CH:11]=[N:10][C:9]([N:5]2[CH2:6][CH2:7][CH:2]([OH:1])[CH2:3][CH2:4]2)=[N:14][CH:13]=1)[CH3:16].